This data is from Forward reaction prediction with 1.9M reactions from USPTO patents (1976-2016). The task is: Predict the product of the given reaction. (1) Given the reactants [F:1][C:2]1[CH:7]=[CH:6][C:5]([C:8]2[CH2:12][C:11]([C:17]3[CH:22]=[CH:21][C:20]([N:23]4[C:27](=[O:28])[C:26]5=[C:29]([N+:33]([O-:35])=[O:34])[CH:30]=[CH:31][CH:32]=[C:25]5[C:24]4=[O:36])=[C:19]([CH3:37])[CH:18]=3)([C:13]([F:16])([F:15])[F:14])[O:10][N:9]=2)=[CH:4][CH:3]=1.[CH:38]([NH2:41])([CH3:40])[CH3:39], predict the reaction product. The product is: [F:1][C:2]1[CH:3]=[CH:4][C:5]([C:8]2[CH2:12][C:11]([C:17]3[CH:22]=[CH:21][C:20]([NH:23][C:24](=[O:36])[C:25]4[C:26](=[C:29]([N+:33]([O-:35])=[O:34])[CH:30]=[CH:31][CH:32]=4)[C:27]([NH:41][CH:38]([CH3:40])[CH3:39])=[O:28])=[C:19]([CH3:37])[CH:18]=3)([C:13]([F:15])([F:16])[F:14])[O:10][N:9]=2)=[CH:6][CH:7]=1. (2) Given the reactants Cl.[CH2:2]([N:4]=C=NCCCN(C)C)[CH3:3].[CH2:13]([N:15]([CH2:18][CH3:19])[CH2:16][CH3:17])[CH3:14].[CH:20]([C:22]1[NH:26][C:25]([CH3:27])=[C:24]([C:28]([OH:30])=O)[C:23]=1[CH3:31])=[O:21].ON1C2C=CC=CC=2N=N1.[CH3:42][N:43]([CH:45]=[O:46])C, predict the reaction product. The product is: [CH2:13]([N:15]1[CH2:18][CH2:19][CH2:17][CH:16]1[CH2:42][NH:43][C:45](=[O:46])[CH:2]([NH:4][C:28]([C:24]1[C:23]([CH3:31])=[C:22]([CH:20]=[O:21])[NH:26][C:25]=1[CH3:27])=[O:30])[CH3:3])[CH3:14]. (3) Given the reactants [CH3:1][C:2]1[NH:6][N:5]=[C:4]([NH2:7])[CH:3]=1.C(N(CC)C(C)C)(C)C.[I-].[Na+].[Cl:19][C:20]1[CH:25]=[C:24](Cl)[N:23]=[C:22]([C:27]2[CH:32]=[CH:31][CH:30]=[CH:29][C:28]=2[Cl:33])[N:21]=1, predict the reaction product. The product is: [Cl:19][C:20]1[N:21]=[C:22]([C:27]2[CH:32]=[CH:31][CH:30]=[CH:29][C:28]=2[Cl:33])[N:23]=[C:24]([NH:7][C:4]2[CH:3]=[C:2]([CH3:1])[NH:6][N:5]=2)[CH:25]=1. (4) Given the reactants [C:1]([NH:5][C:6]([N:8]1[CH2:13][CH2:12][N:11]2[C:14]([Cl:25])=[C:15]([C:19]3[CH:24]=[CH:23][CH:22]=[CH:21][CH:20]=3)[C:16]([C:17]#[N:18])=[C:10]2[CH2:9]1)=[O:7])([CH3:4])([CH3:3])[CH3:2].[OH-:26].[Na+].OO, predict the reaction product. The product is: [C:1]([NH:5][C:6]([N:8]1[CH2:13][CH2:12][N:11]2[C:14]([Cl:25])=[C:15]([C:19]3[CH:20]=[CH:21][CH:22]=[CH:23][CH:24]=3)[C:16]([C:17]([NH2:18])=[O:26])=[C:10]2[CH2:9]1)=[O:7])([CH3:4])([CH3:2])[CH3:3]. (5) Given the reactants [CH2:1]([O:3][C:4](=[O:13])[CH2:5][C:6]1[CH:11]=[CH:10][CH:9]=[C:8](Br)[CH:7]=1)[CH3:2].[NH4+].[OH-].[CH3:16][N:17](C=O)C, predict the reaction product. The product is: [CH2:1]([O:3][C:4](=[O:13])[CH2:5][C:6]1[CH:11]=[CH:10][CH:9]=[C:8]([C:16]#[N:17])[CH:7]=1)[CH3:2]. (6) Given the reactants [CH2:1]([C:3]1[C:8](=[O:9])[NH:7][C:6]([CH3:10])=[C:5]([C:11]2[S:15][C:14]([S:16](Cl)(=[O:18])=[O:17])=[CH:13][CH:12]=2)[CH:4]=1)[CH3:2].[NH:20]1[CH2:25][CH2:24][O:23][CH2:22][CH2:21]1, predict the reaction product. The product is: [CH2:1]([C:3]1[C:8](=[O:9])[NH:7][C:6]([CH3:10])=[C:5]([C:11]2[S:15][C:14]([S:16]([N:20]3[CH2:25][CH2:24][O:23][CH2:22][CH2:21]3)(=[O:18])=[O:17])=[CH:13][CH:12]=2)[CH:4]=1)[CH3:2]. (7) Given the reactants OC[C:3]1([OH:23])[C:8]2=[N:9][C:10]([C:13]3[CH:18]=[CH:17][CH:16]=[C:15]([C:19]([F:22])([F:21])[F:20])[CH:14]=3)=[CH:11][CH:12]=[C:7]2[O:6][CH2:5][CH2:4]1.I([O-])(=O)(=O)=O.[Na+].C([O-])(O)=O.[Na+], predict the reaction product. The product is: [F:22][C:19]([F:20])([F:21])[C:15]1[CH:14]=[C:13]([C:10]2[N:9]=[C:8]3[C:3](=[O:23])[CH2:4][CH2:5][O:6][C:7]3=[CH:12][CH:11]=2)[CH:18]=[CH:17][CH:16]=1.